This data is from NCI-60 drug combinations with 297,098 pairs across 59 cell lines. The task is: Regression. Given two drug SMILES strings and cell line genomic features, predict the synergy score measuring deviation from expected non-interaction effect. (1) Drug 1: CC1=C(C=C(C=C1)NC2=NC=CC(=N2)N(C)C3=CC4=NN(C(=C4C=C3)C)C)S(=O)(=O)N.Cl. Drug 2: COC1=NC(=NC2=C1N=CN2C3C(C(C(O3)CO)O)O)N. Cell line: CCRF-CEM. Synergy scores: CSS=57.6, Synergy_ZIP=-0.0915, Synergy_Bliss=-1.18, Synergy_Loewe=-13.6, Synergy_HSA=-0.915. (2) Drug 1: C1CCN(CC1)CCOC2=CC=C(C=C2)C(=O)C3=C(SC4=C3C=CC(=C4)O)C5=CC=C(C=C5)O. Drug 2: CC1OCC2C(O1)C(C(C(O2)OC3C4COC(=O)C4C(C5=CC6=C(C=C35)OCO6)C7=CC(=C(C(=C7)OC)O)OC)O)O. Cell line: SF-295. Synergy scores: CSS=51.5, Synergy_ZIP=-0.124, Synergy_Bliss=0.442, Synergy_Loewe=-3.46, Synergy_HSA=0.558.